Task: Predict the reactants needed to synthesize the given product.. Dataset: Full USPTO retrosynthesis dataset with 1.9M reactions from patents (1976-2016) (1) The reactants are: [Br-].C1([P+](C2C=CC=CC=2)(C2C=CC=CC=2)[CH2:9][C:10]2[CH:15]=[CH:14][CH:13]=[C:12]([C:16]([F:19])([F:18])[F:17])[CH:11]=2)C=CC=CC=1.[Li]CCCC.[Br:37][C:38]1[CH:43]=[C:42]([CH:44]=O)[CH:41]=[CH:40][N:39]=1.[NH4+].[Cl-]. Given the product [Br:37][C:38]1[CH:43]=[C:42]([CH:44]=[CH:9][C:10]2[CH:15]=[CH:14][CH:13]=[C:12]([C:16]([F:17])([F:18])[F:19])[CH:11]=2)[CH:41]=[CH:40][N:39]=1, predict the reactants needed to synthesize it. (2) Given the product [NH2:21][C:22]1[CH:41]=[C:40]([CH:39]=[CH:24][CH:23]=1)[C:15]([C:10]1[C:11](=[O:14])[CH:12]=[CH:13][N:8]([C:5]2[CH:4]=[CH:3][C:2]([Cl:1])=[CH:7][CH:6]=2)[N:9]=1)=[O:16], predict the reactants needed to synthesize it. The reactants are: [Cl:1][C:2]1[CH:7]=[CH:6][C:5]([N:8]2[CH:13]=[CH:12][C:11](=[O:14])[C:10]([C:15](N(OC)C)=[O:16])=[N:9]2)=[CH:4][CH:3]=1.[NH2:21][C:22]1[CH:23]=[C:24]([CH:39]=[CH:40][CH:41]=1)CC1C(=O)C=CN(C2C=NN(C)C=2)N=1.